This data is from Full USPTO retrosynthesis dataset with 1.9M reactions from patents (1976-2016). The task is: Predict the reactants needed to synthesize the given product. Given the product [Br:27][C:16]1[C:15](=[O:26])[NH:14][C:13]2[N:12]=[C:11]([S:10][CH2:9][C:3]3[CH:4]=[CH:5][CH:6]=[C:7]([F:8])[C:2]=3[F:1])[N:20]=[C:19]([NH:21][C@H:22]([CH3:25])[CH2:23][OH:24])[C:18]=2[N:17]=1, predict the reactants needed to synthesize it. The reactants are: [F:1][C:2]1[C:7]([F:8])=[CH:6][CH:5]=[CH:4][C:3]=1[CH2:9][S:10][C:11]1[N:20]=[C:19]([NH:21][C@H:22]([CH3:25])[CH2:23][OH:24])[C:18]2[N:17]=[CH:16][C:15](=[O:26])[NH:14][C:13]=2[N:12]=1.[Br:27]Br.